Task: Regression. Given two drug SMILES strings and cell line genomic features, predict the synergy score measuring deviation from expected non-interaction effect.. Dataset: NCI-60 drug combinations with 297,098 pairs across 59 cell lines (1) Drug 2: CC1=CC=C(C=C1)C2=CC(=NN2C3=CC=C(C=C3)S(=O)(=O)N)C(F)(F)F. Synergy scores: CSS=46.6, Synergy_ZIP=0.728, Synergy_Bliss=1.43, Synergy_Loewe=-11.0, Synergy_HSA=3.19. Cell line: ACHN. Drug 1: COC1=C(C=C2C(=C1)N=CN=C2NC3=CC(=C(C=C3)F)Cl)OCCCN4CCOCC4. (2) Drug 1: CN(C)C1=NC(=NC(=N1)N(C)C)N(C)C. Drug 2: CC1=C(C=C(C=C1)C(=O)NC2=CC(=CC(=C2)C(F)(F)F)N3C=C(N=C3)C)NC4=NC=CC(=N4)C5=CN=CC=C5. Cell line: HT29. Synergy scores: CSS=-6.83, Synergy_ZIP=4.53, Synergy_Bliss=5.81, Synergy_Loewe=-1.83, Synergy_HSA=-1.08. (3) Cell line: HOP-62. Synergy scores: CSS=23.8, Synergy_ZIP=-2.75, Synergy_Bliss=-2.14, Synergy_Loewe=-61.8, Synergy_HSA=-1.22. Drug 1: CN(CCCl)CCCl.Cl. Drug 2: C1CN(P(=O)(OC1)NCCCl)CCCl. (4) Drug 1: CCC1(CC2CC(C3=C(CCN(C2)C1)C4=CC=CC=C4N3)(C5=C(C=C6C(=C5)C78CCN9C7C(C=CC9)(C(C(C8N6C)(C(=O)OC)O)OC(=O)C)CC)OC)C(=O)OC)O.OS(=O)(=O)O. Drug 2: C1=CC=C(C(=C1)C(C2=CC=C(C=C2)Cl)C(Cl)Cl)Cl. Cell line: SNB-19. Synergy scores: CSS=9.48, Synergy_ZIP=-8.74, Synergy_Bliss=-12.3, Synergy_Loewe=-51.0, Synergy_HSA=-14.0. (5) Drug 1: C1=C(C(=O)NC(=O)N1)F. Drug 2: CC12CCC3C(C1CCC2O)C(CC4=C3C=CC(=C4)O)CCCCCCCCCS(=O)CCCC(C(F)(F)F)(F)F. Cell line: PC-3. Synergy scores: CSS=38.0, Synergy_ZIP=2.44, Synergy_Bliss=1.63, Synergy_Loewe=1.51, Synergy_HSA=2.06.